From a dataset of Reaction yield outcomes from USPTO patents with 853,638 reactions. Predict the reaction yield, written as a fraction of the theoretical maximum amount of product (1.0 means a 100% yield; for example, 0.34 means a 34% yield). (1) The reactants are [C:1]([NH:4][C:5]1[N:6]=[CH:7][CH:8]=[C:9]2[C:18]3[CH:17]=[CH:16][C:15]([O:19][CH2:20][C@@H:21]([NH:26]C(=O)OC(C)(C)C)[CH2:22][CH:23]([CH3:25])[CH3:24])=[CH:14][C:13]=3[O:12][CH:11]([CH3:34])[C:10]=12)(=[O:3])[CH3:2].C(O)(C(F)(F)F)=O. The catalyst is ClCCl. The product is [NH2:26][C@@H:21]([CH2:22][CH:23]([CH3:25])[CH3:24])[CH2:20][O:19][C:15]1[CH:16]=[CH:17][C:18]2[C:9]3[C:10](=[C:5]([NH:4][C:1](=[O:3])[CH3:2])[N:6]=[CH:7][CH:8]=3)[CH:11]([CH3:34])[O:12][C:13]=2[CH:14]=1. The yield is 0.580. (2) The reactants are [C:1]([C:3]1[CH:4]=[C:5]([CH:10]=[CH:11][C:12]=1[O:13][CH:14]([CH3:16])[CH3:15])[C:6]([O:8][CH3:9])=[O:7])#[N:2].[OH-].[Na+].FC(F)(F)C(OC1[C:29]([F:30])=[C:28]([F:31])[C:27]([F:32])=[C:26]([F:33])[C:25]=1[F:34])=O.C(N(CC)CC)C. The catalyst is CO.O. The product is [C:1]([C:3]1[CH:4]=[C:5]([CH:10]=[CH:11][C:12]=1[O:13][CH:14]([CH3:16])[CH3:15])[C:6]([O:8][C:9]1[C:29]([F:30])=[C:28]([F:31])[C:27]([F:32])=[C:26]([F:33])[C:25]=1[F:34])=[O:7])#[N:2]. The yield is 0.835. (3) The reactants are [Cl:1][C:2]1[N:7]=[N:6][C:5]([C:8](C)([C:14](OCC)=O)[C:9]([O:11]CC)=[O:10])=[CH:4][CH:3]=1.[Li+:20].[OH-]. The catalyst is CO.O. The product is [Cl:1][C:2]1[N:7]=[N:6][C:5]([CH:8]([CH3:14])[C:9]([O-:11])=[O:10])=[CH:4][CH:3]=1.[Li+:20]. The yield is 1.00.